From a dataset of Catalyst prediction with 721,799 reactions and 888 catalyst types from USPTO. Predict which catalyst facilitates the given reaction. (1) Reactant: [Cl:1][C:2]1[CH:3]=[CH:4][C:5]([F:32])=[C:6]([C:8]2[CH:13]=[CH:12][C:11]([CH2:14][N:15]([CH2:26][C@@H:27]([OH:31])[C:28]([OH:30])=[O:29])[NH:16][C:17]([C:19]3[O:23][N:22]=[C:21]([O:24][CH3:25])[CH:20]=3)=[O:18])=[CH:10][CH:9]=2)[CH:7]=1.Cl[CH2:34][O:35][C:36](=[O:46])[C@@H:37]([NH:41][C:42]([O:44][CH3:45])=[O:43])[CH:38]([CH3:40])[CH3:39].[Na+].[I-].N1C=CC=CC=1. Product: [Cl:1][C:2]1[CH:3]=[CH:4][C:5]([F:32])=[C:6]([C:8]2[CH:9]=[CH:10][C:11]([CH2:14][N:15]([CH2:26][C@@H:27]([OH:31])[C:28]([O:30][CH2:34][O:35][C:36](=[O:46])[C@@H:37]([NH:41][C:42]([O:44][CH3:45])=[O:43])[CH:38]([CH3:40])[CH3:39])=[O:29])[NH:16][C:17]([C:19]3[O:23][N:22]=[C:21]([O:24][CH3:25])[CH:20]=3)=[O:18])=[CH:12][CH:13]=2)[CH:7]=1. The catalyst class is: 18. (2) Reactant: [NH2:1][C:2]1[CH:7]=[CH:6][CH:5]=[CH:4][C:3]=1[OH:8].CCO[CH2:12][CH3:13]. Product: [N:1]1[CH:2]=[CH:3][CH:4]=[CH:5][C:12]=1[CH:13]=[N:1][C:2]1[CH:7]=[CH:6][CH:5]=[CH:4][C:3]=1[OH:8]. The catalyst class is: 2. (3) Reactant: [CH2:1]([N:3]1[C:11]2[C:6](=[CH:7][CH:8]=[C:9]([O:12][CH3:13])[CH:10]=2)[C:5]([C:14]#[N:15])=[C:4]1[C:16]1[CH:21]=[CH:20][C:19]([OH:22])=[C:18]([N+:23]([O-])=O)[CH:17]=1)[CH3:2]. Product: [NH2:23][C:18]1[CH:17]=[C:16]([C:4]2[N:3]([CH2:1][CH3:2])[C:11]3[C:6]([C:5]=2[C:14]#[N:15])=[CH:7][CH:8]=[C:9]([O:12][CH3:13])[CH:10]=3)[CH:21]=[CH:20][C:19]=1[OH:22]. The catalyst class is: 350. (4) Reactant: [CH3:1][N:2]1[CH2:7][CH2:6][N:5]([C@@H:8]2[CH2:13][CH2:12][C@H:11]([N:14]3[C:18]4=[N:19][CH:20]=[N:21][C:22]([NH2:23])=[C:17]4[C:16]([C:24]4[CH:29]=[CH:28][C:27]([O:30][C:31]5[CH:36]=[CH:35][CH:34]=[CH:33][C:32]=5[N+:37]([O-])=O)=[CH:26][CH:25]=4)=[N:15]3)[CH2:10][CH2:9]2)[CH2:4][CH2:3]1.C(O)(=O)C. Product: [NH2:37][C:32]1[CH:33]=[CH:34][CH:35]=[CH:36][C:31]=1[O:30][C:27]1[CH:26]=[CH:25][C:24]([C:16]2[C:17]3[C:18](=[N:19][CH:20]=[N:21][C:22]=3[NH2:23])[N:14]([C@H:11]3[CH2:12][CH2:13][C@@H:8]([N:5]4[CH2:6][CH2:7][N:2]([CH3:1])[CH2:3][CH2:4]4)[CH2:9][CH2:10]3)[N:15]=2)=[CH:29][CH:28]=1. The catalyst class is: 29. (5) Reactant: Cl[C:2]1[N:7]=[C:6]2[N:8]([CH3:11])[N:9]=[CH:10][C:5]2=[C:4]([OH:12])[N:3]=1.[Cl:13][CH2:14][CH:15]([O:18][C:19]1[CH:24]=[C:23]([F:25])[C:22]([N:26]2[CH2:31][CH2:30][NH:29][CH2:28][CH2:27]2)=[C:21]([F:32])[CH:20]=1)[CH2:16][OH:17].CCN(C(C)C)C(C)C. Product: [Cl:13][CH2:14][CH:15]([O:18][C:19]1[CH:24]=[C:23]([F:25])[C:22]([N:26]2[CH2:27][CH2:28][N:29]([C:2]3[N:7]=[C:6]4[N:8]([CH3:11])[N:9]=[CH:10][C:5]4=[C:4]([OH:12])[N:3]=3)[CH2:30][CH2:31]2)=[C:21]([F:32])[CH:20]=1)[CH2:16][OH:17]. The catalyst class is: 14. (6) Reactant: C(=O)([O-])[O-].[Cs+].[Cs+].Cl[C:8]1[N:13]=[CH:12][C:11]2[C:14]([N:36]([CH2:44][CH3:45])[C:37](=[O:43])[O:38][C:39]([CH3:42])([CH3:41])[CH3:40])=[N:15][N:16]([C:17]([C:30]3[CH:35]=[CH:34][CH:33]=[CH:32][CH:31]=3)([C:24]3[CH:29]=[CH:28][CH:27]=[CH:26][CH:25]=3)[C:18]3[CH:23]=[CH:22][CH:21]=[CH:20][CH:19]=3)[C:10]=2[CH:9]=1.[C:46](=[O:56])([O:48][CH2:49][C:50]1[CH:55]=[CH:54][CH:53]=[CH:52][CH:51]=1)[NH2:47].C1(P(C2CCCCC2)C2C(OC)=CC=C(OC)C=2C2C(C(C)C)=CC(C(C)C)=CC=2C(C)C)CCCCC1. Product: [CH2:49]([O:48][C:46]([NH:47][C:8]1[N:13]=[CH:12][C:11]2[C:14]([N:36]([CH2:44][CH3:45])[C:37](=[O:43])[O:38][C:39]([CH3:42])([CH3:41])[CH3:40])=[N:15][N:16]([C:17]([C:30]3[CH:35]=[CH:34][CH:33]=[CH:32][CH:31]=3)([C:24]3[CH:29]=[CH:28][CH:27]=[CH:26][CH:25]=3)[C:18]3[CH:23]=[CH:22][CH:21]=[CH:20][CH:19]=3)[C:10]=2[CH:9]=1)=[O:56])[C:50]1[CH:55]=[CH:54][CH:53]=[CH:52][CH:51]=1. The catalyst class is: 12. (7) Reactant: [CH3:1][O:2][C:3]1[CH:11]=[CH:10][CH:9]=[C:5]([C:6]([OH:8])=[O:7])[C:4]=1[OH:12].C1N2CN3CN(C2)CN1C3.FC(F)(F)[C:25](O)=[O:26]. Product: [CH3:1][O:2][C:3]1[CH:11]=[C:10]([CH:9]=[C:5]([C:6]([OH:8])=[O:7])[C:4]=1[OH:12])[CH:25]=[O:26]. The catalyst class is: 6. (8) Reactant: [CH3:1][C:2]1([CH3:14])[O:6][C@@H:5]([CH2:7][CH2:8]OS(C)(=O)=O)[CH2:4][O:3]1.[N-:15]=[N+:16]=[N-:17].[Na+]. Product: [N:15]([CH2:8][CH2:7][C@H:5]1[CH2:4][O:3][C:2]([CH3:14])([CH3:1])[O:6]1)=[N+:16]=[N-:17]. The catalyst class is: 9. (9) Reactant: [CH3:1][O:2][C:3](=[O:14])[CH2:4][O:5][C:6]1[CH:11]=[CH:10][C:9]([OH:12])=[CH:8][C:7]=1[CH3:13].[Br:15][CH2:16][CH2:17]Br.C([O-])([O-])=O.[Cs+].[Cs+]. Product: [CH3:1][O:2][C:3](=[O:14])[CH2:4][O:5][C:6]1[CH:11]=[CH:10][C:9]([O:12][CH2:17][CH2:16][Br:15])=[CH:8][C:7]=1[CH3:13]. The catalyst class is: 21.